From a dataset of Forward reaction prediction with 1.9M reactions from USPTO patents (1976-2016). Predict the product of the given reaction. The product is: [N:1]1([C:6]2[CH:34]=[CH:33][C:9]([CH2:10][C:11]3[C:12]([O:36][CH3:35])=[N:13][C:14]4[C:19]([C:20]=3[Cl:21])=[CH:18][C:17]([C:22]([C:24]3[CH:31]=[CH:30][C:27]([C:28]#[N:29])=[CH:26][CH:25]=3)=[O:23])=[CH:16][CH:15]=4)=[CH:8][CH:7]=2)[CH:5]=[N:4][CH:3]=[N:2]1. Given the reactants [N:1]1([C:6]2[CH:34]=[CH:33][C:9]([CH2:10][C:11]3[C:12](Cl)=[N:13][C:14]4[C:19]([C:20]=3[Cl:21])=[CH:18][C:17]([C:22]([C:24]3[CH:31]=[CH:30][C:27]([C:28]#[N:29])=[CH:26][CH:25]=3)=[O:23])=[CH:16][CH:15]=4)=[CH:8][CH:7]=2)[CH:5]=[N:4][CH:3]=[N:2]1.[CH3:35][O-:36].[Na+].C1(C)C=CC=CC=1, predict the reaction product.